This data is from Forward reaction prediction with 1.9M reactions from USPTO patents (1976-2016). The task is: Predict the product of the given reaction. (1) Given the reactants C[Si](C)(C)N[Si](C)(C)C.C(OC(=O)C[C:15]1[C:24]2[C:19](=[CH:20][CH:21]=[CH:22][CH:23]=2)[CH:18]=[C:17]([Cl:25])[N:16]=1)C.[Li]CCCC.C1(P(C2CCCCC2)C2C=CC=CC=2C2C=CC=CC=2N(C)C)CCCCC1.[C:60]([O:64][C:65](=[O:67])[CH3:66])([CH3:63])([CH3:62])[CH3:61].ClC1C2C(=CC=CC=2)C=C(Cl)N=1, predict the reaction product. The product is: [C:60]([O:64][C:65](=[O:67])[CH2:66][C:15]1[C:24]2[C:19](=[CH:20][CH:21]=[CH:22][CH:23]=2)[CH:18]=[C:17]([Cl:25])[N:16]=1)([CH3:63])([CH3:62])[CH3:61]. (2) Given the reactants C([Cl:4])(=O)C.[CH3:5][N:6]([CH3:22])[CH:7]([C:12]1[C:13](=[O:21])[C:14]([OH:20])=[C:15]([CH2:18][CH3:19])[NH:16][CH:17]=1)[C:8]([F:11])([F:10])[F:9], predict the reaction product. The product is: [ClH:4].[CH3:22][N:6]([CH3:5])[CH:7]([C:12]1[C:13](=[O:21])[C:14]([OH:20])=[C:15]([CH2:18][CH3:19])[NH:16][CH:17]=1)[C:8]([F:10])([F:11])[F:9]. (3) Given the reactants [F:1][C:2]1[CH:7]=[CH:6][C:5]([C:8](=O)[CH:9]([C:16]2[CH:21]=[CH:20][CH:19]=[CH:18][CH:17]=2)[CH2:10][C:11](=O)[CH:12]([CH3:14])[CH3:13])=[CH:4][CH:3]=1.[NH2:23][CH2:24][CH2:25][C@H:26]1[O:31][C:30]([CH3:33])([CH3:32])[O:29][C@@H:28]([CH2:34][C:35]([N:37]([CH:44]2[CH2:49][CH2:48][CH2:47][CH2:46][CH2:45]2)[CH:38]2[CH2:43][CH2:42][CH2:41][CH2:40][CH2:39]2)=[O:36])[CH2:27]1, predict the reaction product. The product is: [CH:44]1([N:37]([CH:38]2[CH2:39][CH2:40][CH2:41][CH2:42][CH2:43]2)[C:35](=[O:36])[CH2:34][C@H:28]2[CH2:27][C@@H:26]([CH2:25][CH2:24][N:23]3[C:11]([CH:12]([CH3:14])[CH3:13])=[CH:10][C:9]([C:16]4[CH:21]=[CH:20][CH:19]=[CH:18][CH:17]=4)=[C:8]3[C:5]3[CH:6]=[CH:7][C:2]([F:1])=[CH:3][CH:4]=3)[O:31][C:30]([CH3:33])([CH3:32])[O:29]2)[CH2:45][CH2:46][CH2:47][CH2:48][CH2:49]1.